From a dataset of Forward reaction prediction with 1.9M reactions from USPTO patents (1976-2016). Predict the product of the given reaction. (1) Given the reactants S(=O)(=O)(O)O.OC[CH:8]1[CH:13]([CH3:14])[CH:12]2[CH2:15][CH:9]1[CH2:10][CH2:11]2.C=[C:17]1[CH:22](C)[CH:21]2C[CH:18]1[CH2:19][CH2:20]2.[CH3:25]C1C2CC(C=1C)CC2, predict the reaction product. The product is: [CH:17]1([C:13]2([CH3:14])[CH2:8][CH:9]3[CH2:15][C:12]2([CH3:25])[CH2:11][CH2:10]3)[CH2:22][CH2:21][CH2:20][CH2:19][CH2:18]1. (2) Given the reactants C([O:3][CH:4]1[C:8]([CH3:9])=[CH:7][C:6](=[O:10])[O:5]1)C.[Cl-:11].[Al+3].[Cl-].[Cl-].ClCl.C([O-])(=O)C.[Na+], predict the reaction product. The product is: [Cl:11][C:7]1[C:6](=[O:10])[O:5][CH:4]([OH:3])[C:8]=1[CH3:9]. (3) Given the reactants [CH3:1][O:2][C:3](=[O:32])[C:4]1[CH:9]=[CH:8][C:7]([CH2:10][N:11]2[CH:15]=[C:14]([C:16]3[CH:21]=[CH:20][C:19]([Cl:22])=[CH:18][C:17]=3[Cl:23])[N:13]=[C:12]2[CH2:24][C:25]2[CH:30]=[CH:29][C:28](Br)=[CH:27][CH:26]=2)=[CH:6][CH:5]=1.[CH3:33][O:34][C:35]1[CH:40]=[CH:39][CH:38]=[CH:37][C:36]=1B(O)O, predict the reaction product. The product is: [CH3:1][O:2][C:3](=[O:32])[C:4]1[CH:9]=[CH:8][C:7]([CH2:10][N:11]2[CH:15]=[C:14]([C:16]3[CH:21]=[CH:20][C:19]([Cl:22])=[CH:18][C:17]=3[Cl:23])[N:13]=[C:12]2[CH2:24][C:25]2[CH:30]=[CH:29][C:28]([C:36]3[CH:37]=[CH:38][CH:39]=[CH:40][C:35]=3[O:34][CH3:33])=[CH:27][CH:26]=2)=[CH:6][CH:5]=1. (4) Given the reactants F[C:2]1[C:3]([C:8]#[N:9])=[N:4][CH:5]=[CH:6][CH:7]=1.C([O-])([O-])=O.[K+].[K+].[CH3:16][CH:17]([SH:19])[CH3:18], predict the reaction product. The product is: [CH:17]([S:19][C:2]1[C:3]([C:8]#[N:9])=[N:4][CH:5]=[CH:6][CH:7]=1)([CH3:18])[CH3:16]. (5) Given the reactants [CH3:1][C:2]1[S:3][C:4]2[C:5](=[C:7]([OH:11])[CH:8]=[CH:9][CH:10]=2)[N:6]=1.[O:12]1[CH2:14][C@H:13]1[CH2:15]OS(C1C=CC=C([N+]([O-])=O)C=1)(=O)=O.C([O-])([O-])=O.[Cs+].[Cs+], predict the reaction product. The product is: [CH3:1][C:2]1[S:3][C:4]2[CH:10]=[CH:9][CH:8]=[C:7]([O:11][CH2:15][C@@H:13]3[CH2:14][O:12]3)[C:5]=2[N:6]=1. (6) Given the reactants [Cl:1][C:2]1[CH:7]=[CH:6][C:5]([C:8]([CH3:19])([CH3:18])[CH2:9][C:10]([OH:17])([C:13]([F:16])([F:15])[F:14])[CH:11]=O)=[CH:4][CH:3]=1.[NH2:20][C:21]1[CH:29]=[CH:28][CH:27]=[C:26]2[C:22]=1[CH:23]=[N:24][NH:25]2.B(Br)(Br)Br, predict the reaction product. The product is: [Cl:1][C:2]1[CH:7]=[C:6]2[C:5]([C:8]([CH3:19])([CH3:18])[CH2:9][C:10]([C:13]([F:16])([F:15])[F:14])([OH:17])[CH:11]2[NH:20][C:21]2[CH:29]=[CH:28][CH:27]=[C:26]3[C:22]=2[CH:23]=[N:24][NH:25]3)=[CH:4][CH:3]=1.